This data is from Reaction yield outcomes from USPTO patents with 853,638 reactions. The task is: Predict the reaction yield, written as a fraction of the theoretical maximum amount of product (1.0 means a 100% yield; for example, 0.34 means a 34% yield). (1) The reactants are [Cl:1][C:2]1[CH:7]=[CH:6][CH:5]=[CH:4][C:3]=1[CH:8]=[CH:9][C:10]([NH:12][C@H:13]([C:23]([O:25]C)=[O:24])[CH2:14][C:15]1[CH:20]=[CH:19][C:18]([O:21][CH3:22])=[CH:17][CH:16]=1)=[O:11].[OH-].[Na+]. The catalyst is CO. The product is [Cl:1][C:2]1[CH:7]=[CH:6][CH:5]=[CH:4][C:3]=1[CH:8]=[CH:9][C:10]([NH:12][C@H:13]([C:23]([OH:25])=[O:24])[CH2:14][C:15]1[CH:16]=[CH:17][C:18]([O:21][CH3:22])=[CH:19][CH:20]=1)=[O:11]. The yield is 0.790. (2) The reactants are [Br:1][C:2]1[CH:7]=[CH:6][C:5]([CH:8]([C:10]2[CH:11]=[N:12][CH:13]=[N:14][CH:15]=2)[OH:9])=[CH:4][CH:3]=1. The catalyst is C(Cl)Cl.O=[Mn]=O. The product is [Br:1][C:2]1[CH:3]=[CH:4][C:5]([C:8]([C:10]2[CH:15]=[N:14][CH:13]=[N:12][CH:11]=2)=[O:9])=[CH:6][CH:7]=1. The yield is 0.990. (3) The reactants are Br[C:2]1[N:3]([CH2:9][O:10][CH2:11][CH2:12][Si:13]([CH3:16])([CH3:15])[CH3:14])[CH:4]=[C:5]([C:7]#[N:8])[N:6]=1.C([Mg]Cl)(C)C.C([C:24]([O:26][CH2:27][CH3:28])=[O:25])#N. The catalyst is O1CCCC1. The product is [CH2:27]([O:26][C:24]([C:2]1[N:3]([CH2:9][O:10][CH2:11][CH2:12][Si:13]([CH3:16])([CH3:15])[CH3:14])[CH:4]=[C:5]([C:7]#[N:8])[N:6]=1)=[O:25])[CH3:28]. The yield is 0.740. (4) The reactants are [Cl:1][C:2]1[CH:3]=[C:4]([C:9]2[N:14]=[C:13]([CH3:15])[N:12]=[C:11]([N:16](CC3C=CC(OC)=CC=3)CC3C=CC(OC)=CC=3)[N:10]=2)[C:5]([F:8])=[N:6][CH:7]=1.FC(F)(F)S(O)(=O)=O. The catalyst is C(O)(C(F)(F)F)=O. The product is [Cl:1][C:2]1[CH:3]=[C:4]([C:9]2[N:14]=[C:13]([CH3:15])[N:12]=[C:11]([NH2:16])[N:10]=2)[C:5]([F:8])=[N:6][CH:7]=1. The yield is 0.510. (5) The reactants are [NH:1]1[CH2:6][CH2:5][CH:4]([OH:7])[CH2:3][CH2:2]1.Cl[C:9]1[N:14]=[CH:13][C:12]([CH2:15][CH3:16])=[CH:11][N:10]=1.C(N(C(C)C)C(C)C)C. The catalyst is CC#N.O. The product is [CH2:15]([C:12]1[CH:11]=[N:10][C:9]([N:1]2[CH2:6][CH2:5][CH:4]([OH:7])[CH2:3][CH2:2]2)=[N:14][CH:13]=1)[CH3:16]. The yield is 0.850. (6) The reactants are [C:1]([OH:5])(=[O:4])[CH:2]=[CH2:3].[CH2:6]([O:16][C:17](=[O:20])[CH:18]=[CH2:19])[CH2:7][CH2:8][CH2:9][CH2:10][CH2:11][CH2:12][CH2:13][CH2:14][CH3:15]. The catalyst is O1CCOCC1. The product is [C:1]([OH:5])(=[O:4])[CH:2]=[CH2:3].[CH2:6]([O:16][C:17](=[O:20])[CH:18]=[CH2:19])[CH2:7][CH2:8][CH2:9][CH2:10][CH2:11][CH2:12][CH2:13][CH2:14][CH3:15]. The yield is 0.810.